Dataset: Full USPTO retrosynthesis dataset with 1.9M reactions from patents (1976-2016). Task: Predict the reactants needed to synthesize the given product. (1) Given the product [Cl:16][S:17]([C:20]1[CH:21]=[C:10]([C:11]([Cl:13])=[O:12])[N:23]([CH3:22])[CH:24]=1)(=[O:19])=[O:18], predict the reactants needed to synthesize it. The reactants are: CN1C=CC=C1C(O)=O.[C:10](Cl)(=O)[C:11]([Cl:13])=[O:12].[Cl:16][S:17]([C:20]1[CH:21]=[C:22](C(O)=O)[N:23](C)[CH:24]=1)(=[O:19])=[O:18].CN(C=O)C. (2) Given the product [N+:22]([C:25]1[C:26]([N:31]2[CH2:36][CH2:35][C:34](=[CH:37][C:38]3[N:20]=[N:21][N:1]([C:2]4[CH:7]=[CH:6][CH:5]=[CH:4][CH:3]=4)[CH:39]=3)[CH2:33][CH2:32]2)=[N:27][CH:28]=[CH:29][CH:30]=1)([O-:24])=[O:23], predict the reactants needed to synthesize it. The reactants are: [NH2:1][C:2]1[CH:7]=[CH:6][CH:5]=[CH:4][CH:3]=1.N(OC(C)(C)C)=O.C[Si](N=[N+:20]=[N-:21])(C)C.[N+:22]([C:25]1[C:26]([N:31]2[CH2:36][CH2:35][C:34](=[CH:37][C:38]#[CH:39])[CH2:33][CH2:32]2)=[N:27][CH:28]=[CH:29][CH:30]=1)([O-:24])=[O:23].O=C1O[C@H]([C@H](CO)O)C([O-])=C1O.[Na+]. (3) The reactants are: [N:1]1[CH:6]=[CH:5][CH:4]=[C:3]([S:7](Cl)(=[O:9])=[O:8])[CH:2]=1.[NH2:11][C:12]1[CH:13]=[C:14]([CH:18]2[CH2:27][C:26]([CH3:29])([CH3:28])[C:25]3[C:20](=[CH:21][CH:22]=[C:23]([C:30]#[N:31])[CH:24]=3)[NH:19]2)[CH:15]=[CH:16][CH:17]=1.N1C=CC=CC=1. Given the product [C:30]([C:23]1[CH:24]=[C:25]2[C:20](=[CH:21][CH:22]=1)[NH:19][CH:18]([C:14]1[CH:13]=[C:12]([NH:11][S:7]([C:3]3[CH:2]=[N:1][CH:6]=[CH:5][CH:4]=3)(=[O:9])=[O:8])[CH:17]=[CH:16][CH:15]=1)[CH2:27][C:26]2([CH3:29])[CH3:28])#[N:31], predict the reactants needed to synthesize it. (4) Given the product [CH2:20]([O:27][C:28]1[CH:33]=[C:32]([CH2:34][OH:35])[CH:31]=[CH:30][C:29]=1[C:2]1[N:7]=[N:6][C:5]([N:8]([CH3:19])[CH:9]2[CH2:14][C:13]([CH3:16])([CH3:15])[NH:12][C:11]([CH3:18])([CH3:17])[CH2:10]2)=[CH:4][CH:3]=1)[C:21]1[CH:22]=[CH:23][CH:24]=[CH:25][CH:26]=1, predict the reactants needed to synthesize it. The reactants are: Cl[C:2]1[N:7]=[N:6][C:5]([N:8]([CH3:19])[CH:9]2[CH2:14][C:13]([CH3:16])([CH3:15])[NH:12][C:11]([CH3:18])([CH3:17])[CH2:10]2)=[CH:4][CH:3]=1.[CH2:20]([O:27][C:28]1[CH:33]=[C:32]([CH2:34][O:35]C2CCCCO2)[CH:31]=[CH:30][C:29]=1B1OC(C)(C)C(C)(C)O1)[C:21]1[CH:26]=[CH:25][CH:24]=[CH:23][CH:22]=1.C([O-])([O-])=O.[Na+].[Na+]. (5) Given the product [CH2:11]([O:23][S:24]([C:27]1[CH:32]=[CH:31][CH:30]=[CH:29][CH:28]=1)(=[O:26])=[O:25])[CH2:12][CH2:13][CH2:14][CH2:15][CH2:16][CH2:17][CH2:18][CH2:19][CH2:20][CH2:21][CH3:22].[Mn+2:10], predict the reactants needed to synthesize it. The reactants are: O.O.O.O.S([O-])([O-])(=O)=O.[Mn+2:10].[CH2:11]([O:23][S:24]([C:27]1[CH:32]=[CH:31][CH:30]=[CH:29][CH:28]=1)(=[O:26])=[O:25])[CH2:12][CH2:13][CH2:14][CH2:15][CH2:16][CH2:17][CH2:18][CH2:19][CH2:20][CH2:21][CH3:22].[Na]. (6) Given the product [Br:1][C:17]1[CH:18]=[C:10]([Cl:9])[C:11]([OH:19])=[C:12]([CH:16]=1)[C:13]([OH:15])=[O:14], predict the reactants needed to synthesize it. The reactants are: [Br:1]N1C(=O)CCC1=O.[Cl:9][C:10]1[CH:18]=[CH:17][CH:16]=[C:12]([C:13]([OH:15])=[O:14])[C:11]=1[OH:19]. (7) Given the product [F:10][C:9]([F:12])([F:11])[C:7]1[CH:6]=[C:5]([C:13]2([C:36]([F:38])([F:37])[F:39])[O:17][N:16]=[C:15]([C:18]3[CH:23]=[CH:22][C:21]([CH2:24][NH:25][C:26](=[O:34])[CH:27]([S:28]([CH2:29][CH3:30])=[O:50])[S:31][CH2:32][CH3:33])=[C:20]([Cl:35])[CH:19]=3)[CH2:14]2)[CH:4]=[C:3]([C:2]([F:40])([F:1])[F:41])[CH:8]=1, predict the reactants needed to synthesize it. The reactants are: [F:1][C:2]([F:41])([F:40])[C:3]1[CH:4]=[C:5]([C:13]2([C:36]([F:39])([F:38])[F:37])[O:17][N:16]=[C:15]([C:18]3[CH:23]=[CH:22][C:21]([CH2:24][NH:25][C:26](=[O:34])[CH:27]([S:31][CH2:32][CH3:33])[S:28][CH2:29][CH3:30])=[C:20]([Cl:35])[CH:19]=3)[CH2:14]2)[CH:6]=[C:7]([C:9]([F:12])([F:11])[F:10])[CH:8]=1.ClC1C=CC=C(C(OO)=[O:50])C=1.S([O-])(O)=O.[Na+]. (8) Given the product [C:2]1([NH:1][C:28]([C:17]2[N:18]([CH3:27])[C:19]([C:20]3[CH:25]=[CH:24][C:23]([CH3:26])=[CH:22][CH:21]=3)=[C:15]([C:12]3[CH:11]=[CH:10][C:9]([CH3:8])=[CH:14][CH:13]=3)[N:16]=2)=[O:29])[CH:7]=[CH:6][CH:5]=[CH:4][CH:3]=1, predict the reactants needed to synthesize it. The reactants are: [NH2:1][C:2]1[CH:7]=[CH:6][CH:5]=[CH:4][CH:3]=1.[CH3:8][C:9]1[CH:14]=[CH:13][C:12]([C:15]2[N:16]=[C:17]([C:28](O)=[O:29])[N:18]([CH3:27])[C:19]=2[C:20]2[CH:25]=[CH:24][C:23]([CH3:26])=[CH:22][CH:21]=2)=[CH:11][CH:10]=1. (9) Given the product [NH2:8][C:9]1[O:17][C:16]2[C:11](=[N:12][CH:13]=[C:14]([CH:18]3[CH2:20][CH2:19]3)[CH:15]=2)[C:10]=1[C:21]([NH:23][C:24]1[CH:25]=[N:26][CH:27]=[CH:28][C:29]=1[N:30]1[CH2:35][C@H:34]([CH3:36])[CH2:33][C@H:32]([NH2:37])[CH2:31]1)=[O:22], predict the reactants needed to synthesize it. The reactants are: C(OC([NH:8][C:9]1[O:17][C:16]2[C:11](=[N:12][CH:13]=[C:14]([CH:18]3[CH2:20][CH2:19]3)[CH:15]=2)[C:10]=1[C:21]([NH:23][C:24]1[CH:25]=[N:26][CH:27]=[CH:28][C:29]=1[N:30]1[CH2:35][C@H:34]([CH3:36])[CH2:33][C@H:32]([NH:37]C(=O)OC(C)(C)C)[CH2:31]1)=[O:22])=O)(C)(C)C.Cl.O1CCOCC1.